Dataset: Full USPTO retrosynthesis dataset with 1.9M reactions from patents (1976-2016). Task: Predict the reactants needed to synthesize the given product. Given the product [F:1][C:2]1[CH:3]=[CH:4][C:5]([N:8]2[C:16]3[C:11](=[CH:12][C:13]([C:17]4([C:23]([CH3:28])([CH3:27])[C:24]([NH2:29])=[O:25])[CH2:22][CH2:21][O:20][CH2:19][CH2:18]4)=[CH:14][CH:15]=3)[CH:10]=[N:9]2)=[CH:6][CH:7]=1, predict the reactants needed to synthesize it. The reactants are: [F:1][C:2]1[CH:7]=[CH:6][C:5]([N:8]2[C:16]3[C:11](=[CH:12][C:13]([C:17]4([C:23]([CH3:28])([CH3:27])[C:24](O)=[O:25])[CH2:22][CH2:21][O:20][CH2:19][CH2:18]4)=[CH:14][CH:15]=3)[CH:10]=[N:9]2)=[CH:4][CH:3]=1.[N:29]1C=CC=CC=1.N1C(F)=NC(F)=NC=1F.